From a dataset of Full USPTO retrosynthesis dataset with 1.9M reactions from patents (1976-2016). Predict the reactants needed to synthesize the given product. (1) Given the product [CH2:25]([S:22]([NH:21][C:16]1[C:15]([F:36])=[C:14]([NH:13][C:11]([C:8]2[C:4]3[N:5]=[CH:6][N:7]=[C:2]([NH2:1])[C:3]=3[S:10][CH:9]=2)=[O:12])[C:19]([F:20])=[CH:18][CH:17]=1)(=[O:24])=[O:23])[CH3:26], predict the reactants needed to synthesize it. The reactants are: [NH2:1][C:2]1[C:3]2[S:10][CH:9]=[C:8]([C:11]([NH:13][C:14]3[C:19]([F:20])=[CH:18][CH:17]=[C:16]([N:21](CC4C=CC(OC)=CC=4)[S:22]([CH2:25][CH3:26])(=[O:24])=[O:23])[C:15]=3[F:36])=[O:12])[C:4]=2[N:5]=[CH:6][N:7]=1.ClCCl.FC(F)(F)C(O)=O. (2) Given the product [CH3:1][O:2][C:3]([CH:4]1[CH:5]([CH3:6])[N:8]1[S:9]([C:12]1[CH:17]=[CH:16][C:15]([O:18][CH2:19][C:20]2[CH:25]=[CH:24][CH:23]=[CH:22][CH:21]=2)=[CH:14][CH:13]=1)(=[O:11])=[O:10])=[O:26], predict the reactants needed to synthesize it. The reactants are: [CH3:1][O:2][C:3](=[O:26])[CH:4]([NH:8][S:9]([C:12]1[CH:17]=[CH:16][C:15]([O:18][CH2:19][C:20]2[CH:25]=[CH:24][CH:23]=[CH:22][CH:21]=2)=[CH:14][CH:13]=1)(=[O:11])=[O:10])[CH:5](O)[CH3:6].C1(P(C2C=CC=CC=2)C2C=CC=CC=2)C=CC=CC=1.CCOC(/N=N/C(OCC)=O)=O.